Dataset: Forward reaction prediction with 1.9M reactions from USPTO patents (1976-2016). Task: Predict the product of the given reaction. Given the reactants C[O:2][C:3]([CH:5]1[CH2:10][CH2:9][CH:8]([C:11]2[C:16]([Br:17])=[C:15]([NH2:18])[N:14]3[N:19]=[CH:20][C:21]([C:22]4[CH:23]=[N:24][C:25]5[C:30]([CH:31]=4)=[CH:29][CH:28]=[CH:27][CH:26]=5)=[C:13]3[N:12]=2)[CH2:7][NH:6]1)=[O:4].[CH3:32][O:33][CH2:34][C:35](Cl)=[O:36].C(N(CC)CC)C.[OH-].[Na+].Cl, predict the reaction product. The product is: [NH2:18][C:15]1[N:14]2[N:19]=[CH:20][C:21]([C:22]3[CH:23]=[N:24][C:25]4[C:30]([CH:31]=3)=[CH:29][CH:28]=[CH:27][CH:26]=4)=[C:13]2[N:12]=[C:11]([CH:8]2[CH2:7][N:6]([C:35](=[O:36])[CH2:34][O:33][CH3:32])[CH:5]([C:3]([OH:4])=[O:2])[CH2:10][CH2:9]2)[C:16]=1[Br:17].